From a dataset of Forward reaction prediction with 1.9M reactions from USPTO patents (1976-2016). Predict the product of the given reaction. (1) Given the reactants [C:1]([N:3]=[C:4]([C:7]1[CH:12]=[CH:11][CH:10]=[CH:9][CH:8]=1)OC)#[N:2].Cl.[CH3:14][O:15][C:16](=[O:19])[CH2:17][NH2:18].C(N(CC)CC)C.O, predict the reaction product. The product is: [C:1]([N:3]=[C:4]([C:7]1[CH:8]=[CH:9][CH:10]=[CH:11][CH:12]=1)[NH:18][CH2:17][C:16]([O:15][CH3:14])=[O:19])#[N:2]. (2) Given the reactants [C:1]([O:5][C:6]([N:8]1[CH:13]([CH2:14][CH:15]([OH:18])[C:16]#[CH:17])[CH2:12][CH:11]([N:19]([CH2:24][C:25]2[CH:30]=[C:29]([C:31]([F:34])([F:33])[F:32])[CH:28]=[C:27]([C:35]([F:38])([F:37])[F:36])[CH:26]=2)[C:20]([O:22][CH3:23])=[O:21])[CH2:10][CH:9]1[CH2:39][CH3:40])=[O:7])([CH3:4])([CH3:3])[CH3:2].CC(OI1(OC(C)=O)(OC(C)=O)OC(=O)C2C=CC=CC1=2)=O.O.[O-]S(S([O-])=O)=O.[Na+].[Na+], predict the reaction product. The product is: [C:1]([O:5][C:6]([N:8]1[CH:13]([CH2:14][C:15](=[O:18])[C:16]#[CH:17])[CH2:12][CH:11]([N:19]([CH2:24][C:25]2[CH:26]=[C:27]([C:35]([F:38])([F:37])[F:36])[CH:28]=[C:29]([C:31]([F:34])([F:32])[F:33])[CH:30]=2)[C:20]([O:22][CH3:23])=[O:21])[CH2:10][CH:9]1[CH2:39][CH3:40])=[O:7])([CH3:4])([CH3:3])[CH3:2].